This data is from Reaction yield outcomes from USPTO patents with 853,638 reactions. The task is: Predict the reaction yield, written as a fraction of the theoretical maximum amount of product (1.0 means a 100% yield; for example, 0.34 means a 34% yield). (1) The reactants are [C:1]([C:3]1[CH:8]=[CH:7][C:6]([NH:9][C:10](=[O:18])[CH2:11][CH:12]([CH3:17])[CH2:13][C:14]([OH:16])=O)=[CH:5][C:4]=1[O:19][CH3:20])#[N:2].[CH2:21]([N:23]1[C:35]2[CH:34]=[CH:33][C:32]([NH2:36])=[CH:31][C:30]=2[C:29]2[C:24]1=[CH:25][CH:26]=[CH:27][CH:28]=2)[CH3:22].CCN(C(C)C)C(C)C.CN(C(ON1N=NC2C=CC=NC1=2)=[N+](C)C)C.F[P-](F)(F)(F)(F)F. The yield is 0.387. The product is [C:1]([C:3]1[CH:8]=[CH:7][C:6]([NH:9][C:10](=[O:18])[CH2:11][CH:12]([CH3:17])[CH2:13][C:14]([NH:36][C:32]2[CH:33]=[CH:34][C:35]3[N:23]([CH2:21][CH3:22])[C:24]4[C:29]([C:30]=3[CH:31]=2)=[CH:28][CH:27]=[CH:26][CH:25]=4)=[O:16])=[CH:5][C:4]=1[O:19][CH3:20])#[N:2]. The catalyst is CN(C=O)C.O. (2) The reactants are [Br:1][C:2]1[CH:7]=[CH:6][C:5]([N+:8]([O-:10])=[O:9])=[C:4](F)[CH:3]=1.[O-:12][CH2:13][CH3:14].[Na+]. The catalyst is C(O)C. The product is [Br:1][C:2]1[CH:7]=[CH:6][C:5]([N+:8]([O-:10])=[O:9])=[C:4]([O:12][CH2:13][CH3:14])[CH:3]=1. The yield is 0.950. (3) The yield is 0.930. The product is [Si:20]([O:10][CH2:9][C:6]1[CH:5]=[CH:4][N:3]=[C:2]([Cl:1])[C:7]=1[F:8])([C:16]([CH3:19])([CH3:18])[CH3:17])([CH3:23])[CH3:22]. The reactants are [Cl:1][C:2]1[C:7]([F:8])=[C:6]([CH2:9][OH:10])[CH:5]=[CH:4][N:3]=1.N1C=CN=C1.[C:16]([Si:20]([CH3:23])([CH3:22])Cl)([CH3:19])([CH3:18])[CH3:17].C(Cl)Cl. The catalyst is CN(C=O)C. (4) The reactants are Br[C:2]1[CH:7]=[CH:6][C:5]([O:8][CH3:9])=[CH:4][C:3]=1[CH3:10].[F:11][C:12]([F:19])([F:18])[C:13]1[CH:14]=[N:15][NH:16][CH:17]=1.C(=O)([O-])[O-].[Cs+].[Cs+]. The catalyst is CN(C)C=O.O.[Cu]=O. The product is [CH3:9][O:8][C:5]1[CH:6]=[CH:7][C:2]([N:15]2[CH:14]=[C:13]([C:12]([F:19])([F:18])[F:11])[CH:17]=[N:16]2)=[C:3]([CH3:10])[CH:4]=1. The yield is 0.290. (5) The reactants are [Cl:1][C:2]1[CH:3]=[C:4]2[C:9](=[CH:10][C:11]=1[O:12][C:13]1[CH:18]=[CH:17][C:16]([C:19](=[O:33])[NH:20][C:21]3[CH:22]=[N:23][N:24]([C:26]4[CH:31]=[CH:30][CH:29]=[C:28]([Cl:32])[CH:27]=4)[CH:25]=3)=[CH:15][CH:14]=1)[O:8][CH2:7][CH2:6][CH:5]2[C:34]([OH:36])=[O:35].C[O-].[Na+:39]. The catalyst is CO. The product is [Cl:1][C:2]1[CH:3]=[C:4]2[C:9](=[CH:10][C:11]=1[O:12][C:13]1[CH:14]=[CH:15][C:16]([C:19](=[O:33])[NH:20][C:21]3[CH:22]=[N:23][N:24]([C:26]4[CH:31]=[CH:30][CH:29]=[C:28]([Cl:32])[CH:27]=4)[CH:25]=3)=[CH:17][CH:18]=1)[O:8][CH2:7][CH2:6][CH:5]2[C:34]([O-:36])=[O:35].[Na+:39]. The yield is 0.920. (6) The reactants are C(N(C(C)C)CC)(C)C.[CH3:10][C:11]1[NH:15][N:14]=[C:13]([NH:16][C:17]2[CH:22]=[C:21]([N:23]3[CH2:28][CH2:27][CH:26]([N:29]4[CH2:34][CH2:33][CH2:32][CH2:31][CH2:30]4)[CH2:25][CH2:24]3)[N:20]=[C:19]([CH:35]=[CH:36][C:37]3[CH:42]=[CH:41][CH:40]=[CH:39][CH:38]=3)[N:18]=2)[CH:12]=1.N1(C2CCNCC2)CCCCC1. No catalyst specified. The product is [N:29]1([CH:26]2[CH2:27][CH2:28][N:23]([C:21]3[N:20]=[C:19](/[CH:35]=[CH:36]/[C:37]4[CH:38]=[CH:39][CH:40]=[CH:41][CH:42]=4)[N:18]=[C:17]([NH:16][C:13]4[CH:12]=[C:11]([CH3:10])[NH:15][N:14]=4)[CH:22]=3)[CH2:24][CH2:25]2)[CH2:30][CH2:31][CH2:32][CH2:33][CH2:34]1. The yield is 0.530. (7) The reactants are [NH2:1][C:2]1[CH:3]=[C:4]([OH:12])[C:5](=[CH:10][CH:11]=1)[C:6]([O:8][CH3:9])=[O:7].[C:13](OC(=O)C)(=[O:15])[CH3:14]. The catalyst is O. The product is [C:13]([NH:1][C:2]1[CH:3]=[C:4]([OH:12])[C:5](=[CH:10][CH:11]=1)[C:6]([O:8][CH3:9])=[O:7])(=[O:15])[CH3:14]. The yield is 0.700. (8) The reactants are Cl[C:2]1[C:11]2[C:6](=[CH:7][CH:8]=[C:9]([Cl:12])[N:10]=2)[N:5]=[CH:4][C:3]=1[C:13](=[O:15])[CH3:14].[CH3:16][N:17]([CH3:23])[CH:18]1[CH2:22][CH2:21][NH:20][CH2:19]1. The product is [Cl:12][C:9]1[N:10]=[C:11]2[C:6](=[CH:7][CH:8]=1)[N:5]=[CH:4][C:3]([C:13](=[O:15])[CH3:14])=[C:2]2[NH:10][C:11]1[CH:6]=[N:5][C:4]([N:20]2[CH2:21][CH2:22][CH:18]([N:17]([CH3:23])[CH3:16])[CH2:19]2)=[CH:3][CH:2]=1. The yield is 0.890. No catalyst specified. (9) The yield is 0.790. The catalyst is O1CCCC1. The reactants are [F:1][C:2]([F:14])([F:13])[C:3]1[CH:4]=[C:5]([OH:12])[C:6](=[CH:10][CH:11]=1)[C:7]([OH:9])=[O:8].[CH3:15][CH:16](O)[CH3:17].C1(P(C2C=CC=CC=2)C2C=CC=CC=2)C=CC=CC=1.N(C(OC(C)(C)C)=O)=NC(OC(C)(C)C)=O.[OH-].[Na+]. The product is [CH:16]([O:12][C:5]1[CH:4]=[C:3]([C:2]([F:13])([F:14])[F:1])[CH:11]=[CH:10][C:6]=1[C:7]([OH:9])=[O:8])([CH3:17])[CH3:15].